Predict the product of the given reaction. From a dataset of Forward reaction prediction with 1.9M reactions from USPTO patents (1976-2016). Given the reactants [CH3:1][O:2][C:3]1[CH:4]=[C:5]([CH:10]=[C:11]([O:16][CH3:17])[C:12]=1[CH:13]([CH3:15])[CH3:14])[C:6]([O:8]C)=O.[F:18][C:19]1[CH:20]=[C:21]([CH:24]=[CH:25][CH:26]=1)[CH2:22]Br, predict the reaction product. The product is: [F:18][C:19]1[CH:20]=[C:21]([CH2:22][C:6]([C:5]2[CH:10]=[C:11]([O:16][CH3:17])[C:12]([CH:13]([CH3:15])[CH3:14])=[C:3]([O:2][CH3:1])[CH:4]=2)([OH:8])[CH2:22][C:21]2[CH:24]=[CH:25][CH:26]=[C:19]([F:18])[CH:20]=2)[CH:24]=[CH:25][CH:26]=1.